This data is from Reaction yield outcomes from USPTO patents with 853,638 reactions. The task is: Predict the reaction yield, written as a fraction of the theoretical maximum amount of product (1.0 means a 100% yield; for example, 0.34 means a 34% yield). (1) The reactants are [NH2:1][C:2]1[N:7]=[C:6]([O:8][CH3:9])[C:5]([C:10](=[O:19])[CH2:11][CH2:12][CH:13]2[CH2:18][CH2:17][NH:16][CH2:15][CH2:14]2)=[CH:4][C:3]=1[Cl:20].I[CH2:22][CH2:23][CH2:24][CH3:25].C(=O)([O-])[O-].[K+].[K+]. The catalyst is O1CCCC1.C(OCC)(=O)C. The product is [NH2:1][C:2]1[N:7]=[C:6]([O:8][CH3:9])[C:5]([C:10](=[O:19])[CH2:11][CH2:12][CH:13]2[CH2:18][CH2:17][N:16]([CH2:22][CH2:23][CH2:24][CH3:25])[CH2:15][CH2:14]2)=[CH:4][C:3]=1[Cl:20]. The yield is 0.640. (2) The reactants are [Cl:1][C:2]1[CH:10]=[C:9]([F:11])[C:5](C(O)=O)=[C:4]([F:12])[CH:3]=1.[N-:13]=[N+]=[N-].[Na+].[NH2:17][C:18]1[CH:23]=[CH:22][C:21]([C:24]2[CH:32]=[CH:31][C:30]([C:33]3[NH:34][C:35]([CH3:38])=[CH:36][N:37]=3)=[C:29]3[C:25]=2[CH2:26][NH:27][C:28]3=[O:39])=[C:20]([F:40])[CH:19]=1.C([O:43][CH2:44]C)C. The catalyst is O.C(OCC)(=O)C.C1COCC1. The product is [Cl:1][C:2]1[CH:3]=[C:4]([F:12])[C:5]([NH:13][C:44]([NH:17][C:18]2[CH:23]=[CH:22][C:21]([C:24]3[CH:32]=[CH:31][C:30]([C:33]4[NH:34][C:35]([CH3:38])=[CH:36][N:37]=4)=[C:29]4[C:25]=3[CH2:26][NH:27][C:28]4=[O:39])=[C:20]([F:40])[CH:19]=2)=[O:43])=[C:9]([F:11])[CH:10]=1. The yield is 0.300. (3) The reactants are Cl[C:2]1[N:7]=[C:6]([S:8]([CH3:11])(=[O:10])=[O:9])[N:5]=[C:4]([N:12]2[CH2:17][C@@H:16]3[CH2:18][C@H:13]2[CH2:14][O:15]3)[CH:3]=1.CC1(C)C(C)(C)OB([C:27]2[CH:28]=[N:29][C:30]([NH2:33])=[N:31][CH:32]=2)O1.C([O-])(=O)C.[K+].C(=O)([O-])[O-].[Na+].[Na+]. The catalyst is C(#N)C.O. The product is [C@H:16]12[CH2:18][C@H:13]([N:12]([C:4]3[N:5]=[C:6]([S:8]([CH3:11])(=[O:10])=[O:9])[N:7]=[C:2]([C:27]4[CH:28]=[N:29][C:30]([NH2:33])=[N:31][CH:32]=4)[CH:3]=3)[CH2:17]1)[CH2:14][O:15]2. The yield is 0.527. (4) The catalyst is Cl[Pd](Cl)([P](C1C=CC=CC=1)(C1C=CC=CC=1)C1C=CC=CC=1)[P](C1C=CC=CC=1)(C1C=CC=CC=1)C1C=CC=CC=1.O1CCOCC1. The yield is 0.980. The reactants are Br[C:2]1[C:3]([O:17][CH3:18])=[C:4]2[O:8][C:7]([CH:9]3[CH2:11][CH2:10]3)=[N:6][C:5]2=[C:12]([C:15]#[N:16])[C:13]=1[CH3:14].C([Sn](CCCC)(CCCC)[C:24]1[CH:29]=[CH:28][CH:27]=[CH:26][CH:25]=1)CCC.C(C1(C)C(O)=C(C(C)(C)C)C=CC1)(C)(C)C. The product is [CH:9]1([C:7]2[O:8][C:4]3[C:5](=[C:12]([C:15]#[N:16])[C:13]([CH3:14])=[C:2]([C:24]4[CH:29]=[CH:28][CH:27]=[CH:26][CH:25]=4)[C:3]=3[O:17][CH3:18])[N:6]=2)[CH2:11][CH2:10]1. (5) The reactants are Br[C:2]1[CH:7]=[CH:6][C:5]([C@H:8]([N:10]2[C:18](=[O:19])[C:17]3[C:12](=[CH:13][CH:14]=[CH:15][CH:16]=3)[C:11]2=[O:20])[CH3:9])=[CH:4][CH:3]=1.[Cl:21][C:22]1[C:27](B(O)O)=[CH:26][C:25]([F:31])=[CH:24][N:23]=1.C(=O)([O-])[O-].[Na+].[Na+]. The catalyst is COCCOC.C1C=CC([P]([Pd]([P](C2C=CC=CC=2)(C2C=CC=CC=2)C2C=CC=CC=2)([P](C2C=CC=CC=2)(C2C=CC=CC=2)C2C=CC=CC=2)[P](C2C=CC=CC=2)(C2C=CC=CC=2)C2C=CC=CC=2)(C2C=CC=CC=2)C2C=CC=CC=2)=CC=1. The product is [Cl:21][C:22]1[C:27]([C:2]2[CH:7]=[CH:6][C:5]([C@H:8]([N:10]3[C:18](=[O:19])[C:17]4[C:12](=[CH:13][CH:14]=[CH:15][CH:16]=4)[C:11]3=[O:20])[CH3:9])=[CH:4][CH:3]=2)=[CH:26][C:25]([F:31])=[CH:24][N:23]=1. The yield is 0.440. (6) The reactants are C[O:2][C:3](=[O:36])[CH2:4][C:5]1[CH:6]=[C:7]([C:20]2[CH:25]=[C:24]([S:26](=[O:33])(=[O:32])[NH:27]C(C)(C)C)[CH:23]=[CH:22][C:21]=2[O:34]C)[C:8]([O:13]COCCOC)=[C:9]([CH:11]=O)[CH:10]=1.Cl.[NH2:38][C:39]1[CH:40]=[C:41]([CH:45]=[CH:46][C:47]=1[NH2:48])[C:42]([NH2:44])=[NH:43].C1(=O)C=CC(=O)C=C1.Cl.N1C=CC=CC=1. The catalyst is CO. The product is [C:42]([C:41]1[CH:45]=[CH:46][C:47]2[NH:48][C:11]([C:9]3[CH:10]=[C:5]([CH2:4][C:3]([OH:2])=[O:36])[CH:6]=[C:7]([C:20]4[CH:25]=[C:24]([S:26](=[O:32])(=[O:33])[NH2:27])[CH:23]=[CH:22][C:21]=4[OH:34])[C:8]=3[OH:13])=[N:38][C:39]=2[CH:40]=1)(=[NH:43])[NH2:44]. The yield is 0.590. (7) The reactants are [NH2:1][CH2:2][C:3]#[N:4].[C:5]([N:13]=[C:14]=[O:15])(=[O:12])[C:6]1[CH:11]=[CH:10][CH:9]=[CH:8][CH:7]=1. The catalyst is O1CCCC1. The product is [NH:4]=[C:3]1[N:13]([C:5]([C:6]2[CH:7]=[CH:8][CH:9]=[CH:10][CH:11]=2)=[O:12])[C:14](=[O:15])[NH:1][CH2:2]1. The yield is 0.740.